From a dataset of Full USPTO retrosynthesis dataset with 1.9M reactions from patents (1976-2016). Predict the reactants needed to synthesize the given product. (1) Given the product [Br:1][C:2]1[C:6]2[CH2:7][N:8]([C:11]([O:13][C:14]([CH3:17])([CH3:16])[CH3:15])=[O:12])[CH2:9][CH2:10][C:5]=2[N:4]([CH:23]2[CH2:28][CH2:27][S:26][CH2:25][CH2:24]2)[N:3]=1, predict the reactants needed to synthesize it. The reactants are: [Br:1][C:2]1[C:6]2[CH2:7][N:8]([C:11]([O:13][C:14]([CH3:17])([CH3:16])[CH3:15])=[O:12])[CH2:9][CH2:10][C:5]=2[NH:4][N:3]=1.CS(O[CH:23]1[CH2:28][CH2:27][S:26][CH2:25][CH2:24]1)(=O)=O.C([O-])([O-])=O.[Cs+].[Cs+]. (2) The reactants are: Cl.[F:2][C:3]1[CH:8]=[CH:7][C:6]([S:9]([N:12]2[CH2:17][CH2:16][NH:15][CH2:14][C:13]2=[O:18])(=[O:11])=[O:10])=[C:5]([N+:19]([O-:21])=[O:20])[CH:4]=1.[CH:22]([O:35][C:36]([NH:38][C:39]1[CH:44]=[CH:43][N:42]([CH2:45][C:46](O)=[O:47])[C:41](=[O:49])[N:40]=1)=[O:37])([C:29]1[CH:34]=[CH:33][CH:32]=[CH:31][CH:30]=1)[C:23]1[CH:28]=[CH:27][CH:26]=[CH:25][CH:24]=1. Given the product [CH:22]([O:35][C:36]([NH:38][C:39]1[CH:44]=[CH:43][N:42]([CH2:45][C:46]([N:15]2[CH2:16][CH2:17][N:12]([S:9]([C:6]3[CH:7]=[CH:8][C:3]([F:2])=[CH:4][C:5]=3[N+:19]([O-:21])=[O:20])(=[O:11])=[O:10])[C:13](=[O:18])[CH2:14]2)=[O:47])[C:41](=[O:49])[N:40]=1)=[O:37])([C:23]1[CH:24]=[CH:25][CH:26]=[CH:27][CH:28]=1)[C:29]1[CH:34]=[CH:33][CH:32]=[CH:31][CH:30]=1, predict the reactants needed to synthesize it. (3) Given the product [CH2:1]([C:3]1[C:4]([O:30][CH3:31])=[CH:5][C:6]([O:28][CH3:29])=[C:7]([N:9]2[C:10]3[CH:15]=[C:14]([O:16][C:17]4[CH:18]=[CH:19][CH:20]=[CH:21][CH:22]=4)[C:13]([C:23]([F:24])([F:25])[F:26])=[CH:12][C:11]=3[NH:27][C:32]2=[O:33])[CH:8]=1)[CH3:2], predict the reactants needed to synthesize it. The reactants are: [CH2:1]([C:3]1[C:4]([O:30][CH3:31])=[CH:5][C:6]([O:28][CH3:29])=[C:7]([NH:9][C:10]2[C:11]([NH2:27])=[CH:12][C:13]([C:23]([F:26])([F:25])[F:24])=[C:14]([O:16][C:17]3[CH:22]=[CH:21][CH:20]=[CH:19][CH:18]=3)[CH:15]=2)[CH:8]=1)[CH3:2].[C:32](Cl)(Cl)=[O:33].CCN(CC)CC.CCOC(C)=O.CCCCCC. (4) Given the product [CH2:1]([O:3][CH2:4][CH2:5][CH2:6][NH:7][C:8](=[O:38])[CH:9]([NH:14][C:15]1[CH:20]=[C:19]([O:44][CH2:43][CH2:42][CH2:41][C:40]([F:46])([F:45])[F:39])[N:18]=[C:17]([N:22]2[CH:26]=[C:25]([C:27]3[CH:28]=[CH:29][C:30]([O:49][C:40]([F:46])([F:45])[F:39])=[CH:31][CH:32]=3)[N:24]=[CH:23]2)[N:16]=1)[CH2:10][CH:11]([CH3:12])[CH3:13])[CH3:2], predict the reactants needed to synthesize it. The reactants are: [CH2:1]([O:3][CH2:4][CH2:5][CH2:6][NH:7][C:8](=[O:38])[CH:9]([NH:14][C:15]1[CH:20]=[C:19](Cl)[N:18]=[C:17]([N:22]2[CH:26]=[C:25]([C:27]3[CH:32]=[CH:31][CH:30]=[C:29](OC(F)(F)F)[CH:28]=3)[N:24]=[CH:23]2)[N:16]=1)[CH2:10][CH:11]([CH3:13])[CH3:12])[CH3:2].[F:39][C:40]([F:46])([F:45])[CH2:41][CH2:42][CH2:43][OH:44].[H-].[Na+].[OH2:49]. (5) The reactants are: [NH2:1][C:2]1[N:7]([CH2:8][CH3:9])[C:6](=[O:10])[NH:5][C:4](=[O:11])[C:3]=1[N:12]=O.S(S([O-])=O)([O-])=O.[Na+].[Na+]. Given the product [NH2:12][C:3]1[C:4](=[O:11])[NH:5][C:6](=[O:10])[N:7]([CH2:8][CH3:9])[C:2]=1[NH2:1], predict the reactants needed to synthesize it. (6) Given the product [CH3:14][N:15]([CH2:16][C:17]1[CH:22]=[CH:21][CH:20]=[CH:19][CH:18]=1)[CH2:2][CH2:3][CH2:4][CH2:5][CH3:6], predict the reactants needed to synthesize it. The reactants are: Cl.[CH3:2][CH:3](NCCC(O)=O)[CH2:4][CH2:5][CH2:6]C.[CH3:14][NH:15][CH2:16][C:17]1[CH:22]=[CH:21][CH:20]=[CH:19][CH:18]=1.BrCCCCC.C(=O)([O-])[O-].[K+].[K+]. (7) Given the product [OH:1][CH2:2][C@@H:3]1[CH2:7][CH2:6][CH2:5][N:4]1[C:8]1[N:13]=[C:12]([NH:14][CH2:15][C:16]2[CH:21]=[CH:20][C:19]([OH:22])=[C:18]([Cl:24])[CH:17]=2)[C:11]([C:25](=[O:34])[NH:26][CH2:27][C:28]2[N:29]=[CH:30][CH:31]=[CH:32][N:33]=2)=[CH:10][N:9]=1, predict the reactants needed to synthesize it. The reactants are: [OH:1][CH2:2][C@@H:3]1[CH2:7][CH2:6][CH2:5][N:4]1[C:8]1[N:13]=[C:12]([NH:14][CH2:15][C:16]2[CH:21]=[CH:20][C:19]([O:22]C)=[C:18]([Cl:24])[CH:17]=2)[C:11]([C:25](=[O:34])[NH:26][CH2:27][C:28]2[N:33]=[CH:32][CH:31]=[CH:30][N:29]=2)=[CH:10][N:9]=1.B(Br)(Br)Br.CO.C(=O)([O-])O.[Na+]. (8) The reactants are: [N+:1]([C:4]1[CH:12]=[C:11]2[C:7]([C:8]([CH:21]=[CH:22][C:23]3[CH:28]=[CH:27][CH:26]=[CH:25][CH:24]=3)=[N:9][N:10]2[CH2:13][O:14][CH2:15][CH2:16][Si:17]([CH3:20])([CH3:19])[CH3:18])=[CH:6][CH:5]=1)([O-])=O.Cl[Sn]Cl.O.[OH-].[Na+]. Given the product [CH:21]([C:8]1[C:7]2[C:11](=[CH:12][C:4]([NH2:1])=[CH:5][CH:6]=2)[N:10]([CH2:13][O:14][CH2:15][CH2:16][Si:17]([CH3:19])([CH3:18])[CH3:20])[N:9]=1)=[CH:22][C:23]1[CH:28]=[CH:27][CH:26]=[CH:25][CH:24]=1, predict the reactants needed to synthesize it. (9) Given the product [C:6]([C:2]1[S:11][C:9]([NH:12][C:13](=[O:22])[C:14]2[C:19]([F:20])=[CH:18][CH:17]=[CH:16][C:15]=2[F:21])=[N:10][C:3]=1[CH3:4])(=[O:8])[CH3:7], predict the reactants needed to synthesize it. The reactants are: Cl[CH:2]([C:6](=[O:8])[CH3:7])[C:3](=O)[CH3:4].[C:9]([NH:12][C:13](=[O:22])[C:14]1[C:19]([F:20])=[CH:18][CH:17]=[CH:16][C:15]=1[F:21])(=[S:11])[NH2:10].C([O-])([O-])=O.[K+].[K+].